Dataset: Reaction yield outcomes from USPTO patents with 853,638 reactions. Task: Predict the reaction yield, written as a fraction of the theoretical maximum amount of product (1.0 means a 100% yield; for example, 0.34 means a 34% yield). (1) The reactants are FC(F)(F)C([N:5]([C@@H:13]1[CH2:15][C@H:14]1[C:16]1[CH:21]=[CH:20][CH:19]=[CH:18][CH:17]=1)[CH2:6][CH:7]1[CH2:12][CH2:11][NH:10][CH2:9][CH2:8]1)=O.[CH:24]([C@H:26]1[CH2:31][CH2:30][C@H:29]([C:32]([O:34]C)=[O:33])[CH2:28][CH2:27]1)=O.C([BH3-])#N.[Na+].O. The catalyst is CO. The product is [C:16]1([C@@H:14]2[CH2:15][C@H:13]2[NH:5][CH2:6][CH:7]2[CH2:8][CH2:9][N:10]([CH2:24][C@H:26]3[CH2:31][CH2:30][C@H:29]([C:32]([OH:34])=[O:33])[CH2:28][CH2:27]3)[CH2:11][CH2:12]2)[CH:17]=[CH:18][CH:19]=[CH:20][CH:21]=1. The yield is 0.140. (2) The reactants are [CH3:1][C:2]1[CH:3]=[C:4]([NH:8][C:9]2[S:10][CH:11]=[C:12]([C:14]3[CH:19]=[CH:18][N:17]=[C:16]([C:20]#[C:21][CH2:22][OH:23])[CH:15]=3)[N:13]=2)[CH:5]=[CH:6][CH:7]=1. The catalyst is CCO.[Pd]. The product is [CH3:1][C:2]1[CH:3]=[C:4]([NH:8][C:9]2[S:10][CH:11]=[C:12]([C:14]3[CH:19]=[CH:18][N:17]=[C:16]([CH2:20][CH2:21][CH2:22][OH:23])[CH:15]=3)[N:13]=2)[CH:5]=[CH:6][CH:7]=1. The yield is 0.670. (3) The reactants are [C:1]1([S:7][C:8]2[CH:13]=[CH:12][C:11]([CH2:14][CH2:15][CH2:16][C:17]([OH:19])=O)=[CH:10][CH:9]=2)[CH:6]=[CH:5][CH:4]=[CH:3][CH:2]=1.C(Cl)(=O)C(Cl)=O.[Cl-].[Cl-].[Cl-].[Al+3]. The catalyst is O1CCCC1.CN(C=O)C. The product is [C:1]1([S:7][C:8]2[CH:9]=[C:10]3[C:11]([CH2:14][CH2:15][CH2:16][C:17]3=[O:19])=[CH:12][CH:13]=2)[CH:2]=[CH:3][CH:4]=[CH:5][CH:6]=1. The yield is 0.555. (4) The reactants are Cl.Cl.[CH:3]1([NH:6][C:7]([NH:9][C:10]2[CH:15]=[CH:14][C:13]([O:16][C:17]3[CH:22]=[CH:21][N:20]=[C:19]4[CH:23]=[C:24]([C:26]5[CH2:27][CH2:28][NH:29][CH2:30][CH:31]=5)[S:25][C:18]=34)=[C:12]([F:32])[CH:11]=2)=[O:8])[CH2:5][CH2:4]1.CCN(C(C)C)C(C)C.Cl[CH2:43][CH2:44][CH2:45][N:46]1[CH2:51][CH2:50][O:49][CH2:48][CH2:47]1. The catalyst is CN(C=O)C.O. The product is [CH:3]1([NH:6][C:7]([NH:9][C:10]2[CH:15]=[CH:14][C:13]([O:16][C:17]3[CH:22]=[CH:21][N:20]=[C:19]4[CH:23]=[C:24]([C:26]5[CH2:27][CH2:28][N:29]([CH2:43][CH2:44][CH2:45][N:46]6[CH2:51][CH2:50][O:49][CH2:48][CH2:47]6)[CH2:30][CH:31]=5)[S:25][C:18]=34)=[C:12]([F:32])[CH:11]=2)=[O:8])[CH2:5][CH2:4]1. The yield is 0.220. (5) The reactants are [CH3:1][N:2]([CH3:14])/[CH:3]=[N:4]/[C:5]1[N:10]=[C:9]2[CH:11]=[CH:12][NH:13][C:8]2=[CH:7][CH:6]=1.[I:15]N1C(=O)CCC1=O. The catalyst is CN(C=O)C. The product is [I:15][C:11]1[C:9]2=[N:10][C:5](/[N:4]=[CH:3]/[N:2]([CH3:14])[CH3:1])=[CH:6][CH:7]=[C:8]2[NH:13][CH:12]=1. The yield is 1.00. (6) The reactants are [CH3:1][CH:2]([CH3:7])[CH2:3][C:4]([NH2:6])=[S:5].[CH:8]([CH:10](Cl)[C:11]([O-])=O)=[O:9].O.[C:16](=O)(O)[O-].[Na+].CN(C)[CH:23]=[O:24]. No catalyst specified. The product is [C:8]([C:10]1[S:5][C:4]([CH2:3][CH:2]([CH3:7])[CH3:1])=[N:6][CH:11]=1)([O:24][CH2:23][CH3:16])=[O:9]. The yield is 0.320. (7) The reactants are [C:1]([N:3]1[CH2:8][CH2:7][N:6]([C:9]([O:11][C:12]([CH3:15])([CH3:14])[CH3:13])=[O:10])[CH2:5][CH2:4]1)#[N:2].[N-:16]=[N+:17]=[N-:18].[Na+].[Cl-].[NH4+].Cl. The catalyst is CN(C)C=O.C(OCC)(=O)C. The product is [N:2]1[NH:16][N:17]=[N:18][C:1]=1[N:3]1[CH2:8][CH2:7][N:6]([C:9]([O:11][C:12]([CH3:15])([CH3:14])[CH3:13])=[O:10])[CH2:5][CH2:4]1. The yield is 0.764.